Dataset: Full USPTO retrosynthesis dataset with 1.9M reactions from patents (1976-2016). Task: Predict the reactants needed to synthesize the given product. (1) Given the product [CH3:13][O:12][C:10]1[CH:9]=[CH:8][CH:7]=[C:6]2[C:11]=1[CH:2]=[CH:3][C:4]([C:15]([F:18])([F:16])[F:17])=[N:5]2, predict the reactants needed to synthesize it. The reactants are: Cl[C:2]1[C:11]2[C:6](=[C:7](Cl)[CH:8]=[CH:9][C:10]=2[O:12][CH3:13])[N:5]=[C:4]([C:15]([F:18])([F:17])[F:16])[CH:3]=1. (2) Given the product [NH:1]1[C:9]2[C:4](=[CH:5][CH:6]=[CH:7][CH:8]=2)[C:3](/[CH:10]=[C:11]2\[O:12][C:13]3[C:20]([C:21]#[C:22][CH2:23][N:24]4[CH2:25][CH2:26][NH:27][CH2:28][CH2:29]4)=[C:19]([O:37][CH3:38])[CH:18]=[CH:17][C:14]=3[C:15]\2=[O:16])=[N:2]1, predict the reactants needed to synthesize it. The reactants are: [NH:1]1[C:9]2[C:4](=[CH:5][CH:6]=[CH:7][CH:8]=2)[C:3](/[CH:10]=[C:11]2\[O:12][C:13]3[C:20]([C:21]#[C:22][CH2:23][N:24]4[CH2:29][CH2:28][N:27](C(OC(C)(C)C)=O)[CH2:26][CH2:25]4)=[C:19]([O:37][CH3:38])[CH:18]=[CH:17][C:14]=3[C:15]\2=[O:16])=[N:2]1.Cl. (3) Given the product [OH:7][C:8]1[CH:9]=[C:10]([C:14]23[CH2:21][CH2:20][C:17]([CH2:22][CH2:23][CH:24]4[CH2:26][CH:25]4[C:27]([O:29][CH3:30])=[O:28])([CH2:18][CH2:19]2)[CH2:16][O:15]3)[CH:11]=[CH:12][CH:13]=1, predict the reactants needed to synthesize it. The reactants are: O1CCCCC1[O:7][C:8]1[CH:9]=[C:10]([C:14]23[CH2:21][CH2:20][C:17]([CH2:22][CH2:23][CH:24]4[CH2:26][CH:25]4[C:27]([O:29][CH3:30])=[O:28])([CH2:18][CH2:19]2)[CH2:16][O:15]3)[CH:11]=[CH:12][CH:13]=1.CC1C=CC(S([O-])(=O)=O)=CC=1.C1C=C[NH+]=CC=1.CCOC(C)=O.CCCCCC. (4) Given the product [CH3:11][O:9][C:8]([C:5]1[CH:4]=[N:3][C:2]([Cl:1])=[N:7][CH:6]=1)=[O:10], predict the reactants needed to synthesize it. The reactants are: [Cl:1][C:2]1[N:7]=[CH:6][C:5]([C:8]([OH:10])=[O:9])=[CH:4][N:3]=1.[CH3:11][Si](C=[N+]=[N-])(C)C. (5) Given the product [F:1][C:2]1[CH:3]=[C:4]([N:17]2[C:18](=[O:23])[CH:19]=[C:20]([CH3:21])[N:27]=[C:24]2[CH3:25])[CH:5]=[CH:6][C:7]=1[NH:8][CH2:9][CH2:10][CH2:11][CH:12]1[CH2:16][CH2:15][CH2:14][O:13]1, predict the reactants needed to synthesize it. The reactants are: [F:1][C:2]1[CH:3]=[C:4]([NH:17][C:18](=[O:23])[CH2:19][C:20](=O)[CH3:21])[CH:5]=[CH:6][C:7]=1[NH:8][CH2:9][CH2:10][CH2:11][CH:12]1[CH2:16][CH2:15][CH2:14][O:13]1.[C:24]([NH2:27])(=O)[CH3:25].C1(C)C(C)=CC=CC=1.[NH4+].[Cl-]. (6) Given the product [OH:16][CH2:14][C:13]1[CH:17]=[C:18]([CH3:22])[CH:19]=[CH:20][C:12]=1[S:11][C:5]1[CH:6]=[CH:7][CH:8]=[CH:9][C:4]=1[CH2:1][OH:3], predict the reactants needed to synthesize it. The reactants are: [C:1]([C:4]1[CH:9]=[CH:8][C:7](C)=[CH:6][C:5]=1[S:11][C:12]1[CH:20]=[CH:19][CH:18]=[CH:17][C:13]=1[C:14]([OH:16])=O)([OH:3])=O.S(C1C=CC=CC=1C(OC)=O)[C:22]1C=CC=CC=1C(OC)=O. (7) Given the product [Br:19][C:15]1[CH:14]=[C:13]([NH:12][C:6]2[C:5]3[C:10](=[CH:11][C:2]([NH:1][C:20](=[O:23])[CH:21]=[CH2:22])=[CH:3][CH:4]=3)[N:9]=[CH:8][N:7]=2)[CH:18]=[CH:17][CH:16]=1, predict the reactants needed to synthesize it. The reactants are: [NH2:1][C:2]1[CH:11]=[C:10]2[C:5]([C:6]([NH:12][C:13]3[CH:18]=[CH:17][CH:16]=[C:15]([Br:19])[CH:14]=3)=[N:7][CH:8]=[N:9]2)=[CH:4][CH:3]=1.[C:20](O)(=[O:23])[CH:21]=[CH2:22].Cl.CN(C)CCCN=C=NCC. (8) Given the product [CH2:12]([O:11][C:8](=[O:10])[CH2:9][C:17](=[O:16])[C:19]1[CH:24]=[CH:23][CH:22]=[CH:21][N:20]=1)[CH3:13], predict the reactants needed to synthesize it. The reactants are: [O-]CC.[Na+].C(O)C.[C:8]([O:11][CH2:12][CH3:13])(=[O:10])[CH3:9].C([O:16][C:17]([C:19]1[CH:24]=[CH:23][CH:22]=[CH:21][N:20]=1)=O)C. (9) Given the product [CH3:1][C@H:2]1[C@@H:7]([N:8]([C:10]2[N:18]=[CH:17][N:16]=[C:15]3[C:11]=2[CH:12]=[CH:13][NH:14]3)[CH3:9])[CH2:6][N:5]([C:19]([CH2:21][C:22]#[N:23])=[O:20])[CH2:4][CH2:3]1.[CH2:32]([C:27]([OH:28])([C:29]([OH:31])=[O:30])[CH2:26][C:25]([OH:37])=[O:36])[C:33]([OH:35])=[O:34], predict the reactants needed to synthesize it. The reactants are: [CH3:1][C@H:2]1[C@@H:7]([N:8]([C:10]2[N:18]=[CH:17][N:16]=[C:15]3[C:11]=2[CH:12]=[CH:13][NH:14]3)[CH3:9])[CH2:6][N:5]([C:19]([CH2:21][C:22]#[N:23])=[O:20])[CH2:4][CH2:3]1.Br.[C:25]([O-:37])(=[O:36])[CH2:26][C:27]([CH2:32][C:33]([OH:35])=[O:34])([C:29]([OH:31])=[O:30])[OH:28].[Na+]. (10) Given the product [NH2:11][C:3]1[CH:4]=[C:5]([C:7]([O:9][CH3:10])=[O:8])[S:6][C:2]=1[CH3:1], predict the reactants needed to synthesize it. The reactants are: [CH3:1][C:2]1[S:6][C:5]([C:7]([O:9][CH3:10])=[O:8])=[CH:4][C:3]=1[N+:11]([O-])=O.CO.